From a dataset of Peptide-MHC class II binding affinity with 134,281 pairs from IEDB. Regression. Given a peptide amino acid sequence and an MHC pseudo amino acid sequence, predict their binding affinity value. This is MHC class II binding data. (1) The peptide sequence is NTARLMAGAGPAPML. The MHC is HLA-DQA10401-DQB10402 with pseudo-sequence HLA-DQA10401-DQB10402. The binding affinity (normalized) is 0.392. (2) The peptide sequence is PVLSAFKKFPKFNRV. The MHC is DRB1_1101 with pseudo-sequence DRB1_1101. The binding affinity (normalized) is 0.724. (3) The peptide sequence is EFVKIVQKRGIVKENI. The MHC is HLA-DQA10401-DQB10402 with pseudo-sequence HLA-DQA10401-DQB10402. The binding affinity (normalized) is 0.129.